The task is: Predict which catalyst facilitates the given reaction.. This data is from Catalyst prediction with 721,799 reactions and 888 catalyst types from USPTO. (1) Reactant: Br[C:2]1[CH:7]=[CH:6][N:5]=[C:4]([O:8][CH2:9][CH3:10])[CH:3]=1.[OH:11][CH2:12][C:13]1[CH:18]=[CH:17][C:16](B(O)O)=[CH:15][CH:14]=1.C(=O)([O-])[O-].[Na+].[Na+]. Product: [CH2:9]([O:8][C:4]1[CH:3]=[C:2]([C:16]2[CH:17]=[CH:18][C:13]([CH2:12][OH:11])=[CH:14][CH:15]=2)[CH:7]=[CH:6][N:5]=1)[CH3:10]. The catalyst class is: 73. (2) Product: [CH3:24][O:25][C:26]1[N:31]=[C:30]([C:32]2[N:4]3[CH2:5][CH2:6][CH2:7][C@:8]([O:14][C:15]4[CH:20]=[C:19]([F:21])[C:18]([F:22])=[C:17]([F:23])[CH:16]=4)([C:9]([O:11][CH2:12][CH3:13])=[O:10])[C:3]3=[N:35][N:34]=2)[CH:29]=[CH:28][C:27]=1[N:36]1[CH:40]=[C:39]([CH3:41])[N:38]=[CH:37]1. The catalyst class is: 13. Reactant: CS[C:3]1[C@@:8]([O:14][C:15]2[CH:20]=[C:19]([F:21])[C:18]([F:22])=[C:17]([F:23])[CH:16]=2)([C:9]([O:11][CH2:12][CH3:13])=[O:10])[CH2:7][CH2:6][CH2:5][N:4]=1.[CH3:24][O:25][C:26]1[N:31]=[C:30]([C:32]([NH:34][NH2:35])=O)[CH:29]=[CH:28][C:27]=1[N:36]1[CH:40]=[C:39]([CH3:41])[N:38]=[CH:37]1.C(O)(=O)C. (3) Reactant: [C:1]([O:4][C@@H:5]1[C@@H:10]([O:11][C:12](=[O:14])[CH3:13])[C@H:9]([O:15][C:16](=[O:18])[CH3:17])[C@@H:8]([CH2:19][O:20][C:21](=[O:23])[CH3:22])[O:7][C@H:6]1[O:24][C:25]1[C:29]([CH2:30][C:31]2[CH:36]=[CH:35][C:34]([O:37][CH2:38][CH2:39][CH2:40]O)=[CH:33][C:32]=2[CH3:42])=[C:28]([CH:43]([CH3:45])[CH3:44])[NH:27][N:26]=1)(=[O:3])[CH3:2].[CH3:46][C:47]([NH:52][S:53]([C:56]1[CH:61]=[CH:60][CH:59]=[CH:58][C:57]=1[N+:62]([O-:64])=[O:63])(=[O:55])=[O:54])([CH3:51])[C:48]([NH2:50])=[O:49].C1(P(C2C=CC=CC=2)C2C=CC=CC=2)C=CC=CC=1.N(C(OCC)=O)=NC(OCC)=O. Product: [C:1]([O:4][C@@H:5]1[C@@H:10]([O:11][C:12](=[O:14])[CH3:13])[C@H:9]([O:15][C:16](=[O:18])[CH3:17])[C@@H:8]([CH2:19][O:20][C:21](=[O:23])[CH3:22])[O:7][C@H:6]1[O:24][C:25]1[C:29]([CH2:30][C:31]2[CH:36]=[CH:35][C:34]([O:37][CH2:38][CH2:39][CH2:40][N:52]([S:53]([C:56]3[CH:61]=[CH:60][CH:59]=[CH:58][C:57]=3[N+:62]([O-:64])=[O:63])(=[O:55])=[O:54])[C:47]([C:48](=[O:49])[NH2:50])([CH3:46])[CH3:51])=[CH:33][C:32]=2[CH3:42])=[C:28]([CH:43]([CH3:44])[CH3:45])[NH:27][N:26]=1)(=[O:3])[CH3:2]. The catalyst class is: 7. (4) Reactant: COC1C=CC=CC=1C[Mg]Cl.CN(C)C1SC2C=C(OC)C=CC=2C=1[C:25]([C:27]1[CH:32]=[CH:31][C:30]([O:33][CH2:34][CH2:35][N:36]2[CH2:41][CH2:40][CH2:39][CH2:38][CH2:37]2)=[CH:29][CH:28]=1)=[O:26]. Product: [N:36]1([CH2:35][CH2:34][O:33][C:30]2[CH:29]=[CH:28][C:27]([CH:25]=[O:26])=[CH:32][CH:31]=2)[CH2:41][CH2:40][CH2:39][CH2:38][CH2:37]1. The catalyst class is: 1. (5) The catalyst class is: 5. Product: [ClH:30].[NH2:4][C:5]1[C:10](=[O:11])[N:9]([CH2:12][C:13]([NH:15][C@@H:16]([CH:21]([CH3:23])[CH3:22])[C:17]([O:19][CH3:20])=[O:18])=[O:14])[C:8]([C:24]2[CH:25]=[CH:26][CH:27]=[CH:28][CH:29]=2)=[N:7][CH:6]=1. Reactant: C([NH:4][C:5]1[C:10](=[O:11])[N:9]([CH2:12][C:13]([NH:15][C@@H:16]([CH:21]([CH3:23])[CH3:22])[C:17]([O:19][CH3:20])=[O:18])=[O:14])[C:8]([C:24]2[CH:29]=[CH:28][CH:27]=[CH:26][CH:25]=2)=[N:7][CH:6]=1)(=O)C.[ClH:30]. (6) The catalyst class is: 4. Reactant: [Cl:1][CH2:2][C:3](Cl)=[O:4].[Cl:6][C:7]1[CH:13]=[CH:12][C:10]([NH2:11])=[CH:9][C:8]=1[C:14]([F:17])([F:16])[F:15].N1C=CC=CC=1. Product: [Cl:1][CH2:2][C:3]([NH:11][C:10]1[CH:12]=[CH:13][C:7]([Cl:6])=[C:8]([C:14]([F:17])([F:15])[F:16])[CH:9]=1)=[O:4]. (7) Reactant: Cl[C:2]1[CH:7]=[CH:6][CH:5]=[CH:4][CH:3]=1.[C:8]1(C)[CH:13]=[CH:12]C([Mg]Br)=[CH:10][CH:9]=1.[Cl-].C(C1C=CC=C(C(C)C)C=1[NH+]1CCN(C2C(C(C)C)=CC=CC=2C(C)C)C1)(C)C.C(C(C(C([O-])=O)O)O)([O-])=O.[K+].[Na+]. Product: [CH3:10][CH2:9][CH2:8][CH2:13][CH2:12][CH2:3][CH2:4][CH2:5][CH2:6][CH2:7][CH3:2]. The catalyst class is: 1. (8) Reactant: [NH2:1][C@H:2]1[C@H:7]([C:8]2[CH:13]=[CH:12][C:11]([Br:14])=[CH:10][CH:9]=2)[NH:6][C:5](=[O:15])[CH2:4][CH2:3]1.N12CCCN=C1CCCCC2.[CH3:27][CH:28]([S:30](Cl)(=[O:32])=[O:31])[CH3:29]. Product: [Br:14][C:11]1[CH:12]=[CH:13][C:8]([C@H:7]2[C@H:2]([NH:1][S:30]([CH:28]([CH3:29])[CH3:27])(=[O:32])=[O:31])[CH2:3][CH2:4][C:5](=[O:15])[NH:6]2)=[CH:9][CH:10]=1. The catalyst class is: 2. (9) Reactant: N1C=CN=C1.[Si:6](Cl)([C:9]([CH3:12])([CH3:11])[CH3:10])([CH3:8])[CH3:7].[CH3:14][C:15]1[CH:16]=[C:17]([CH:20]=[CH:21][C:22]=1[N+:23]([O-:25])=[O:24])[CH2:18][OH:19]. Product: [C:9]([Si:6]([CH3:8])([CH3:7])[O:19][CH2:18][C:17]1[CH:20]=[CH:21][C:22]([N+:23]([O-:25])=[O:24])=[C:15]([CH3:14])[CH:16]=1)([CH3:12])([CH3:11])[CH3:10]. The catalyst class is: 9.